The task is: Predict the reaction yield, written as a fraction of the theoretical maximum amount of product (1.0 means a 100% yield; for example, 0.34 means a 34% yield).. This data is from Reaction yield outcomes from USPTO patents with 853,638 reactions. (1) The reactants are [F:1][C:2]([F:31])([F:30])[C:3]1[CH:4]=[C:5]([NH:13][C:14](SC)=[C:15]([S:18]([C:21]2[CH:26]=[CH:25][C:24]([Cl:27])=[CH:23][CH:22]=2)(=[O:20])=[O:19])[C:16]#[N:17])[CH:6]=[C:7]([C:9]([F:12])([F:11])[F:10])[CH:8]=1.[CH3:32][C@H:33]([NH2:38])[C:34]([CH3:37])([CH3:36])[CH3:35]. No catalyst specified. The product is [F:10][C:9]([F:12])([F:11])[C:7]1[CH:6]=[C:5]([NH:13][C:14]([NH:38][C@@H:33]([CH3:32])[C:34]([CH3:37])([CH3:36])[CH3:35])=[C:15]([S:18]([C:21]2[CH:26]=[CH:25][C:24]([Cl:27])=[CH:23][CH:22]=2)(=[O:19])=[O:20])[C:16]#[N:17])[CH:4]=[C:3]([C:2]([F:31])([F:1])[F:30])[CH:8]=1. The yield is 0.110. (2) The reactants are [NH2:1][C:2]1[C:7]([CH3:8])=[CH:6][C:5]([OH:9])=[CH:4][C:3]=1[CH3:10].N1C=CN=C1.[CH:16]([Si:19](Cl)([CH:23]([CH3:25])[CH3:24])[CH:20]([CH3:22])[CH3:21])([CH3:18])[CH3:17]. The catalyst is C(Cl)Cl. The yield is 0.790. The product is [CH3:10][C:3]1[CH:4]=[C:5]([O:9][Si:19]([CH:23]([CH3:25])[CH3:24])([CH:20]([CH3:22])[CH3:21])[CH:16]([CH3:18])[CH3:17])[CH:6]=[C:7]([CH3:8])[C:2]=1[NH2:1].